From a dataset of Catalyst prediction with 721,799 reactions and 888 catalyst types from USPTO. Predict which catalyst facilitates the given reaction. (1) The catalyst class is: 14. Reactant: [F:1][C:2]1[CH:3]=[N:4][C:5]2[C:10]([C:11]=1[CH2:12][CH2:13][N:14]1[CH2:20][C@H:19]3[C@H:16]([CH2:17][C@@H:18]3[N:21]3C(=O)C4C(=CC=CC=4)C3=O)[CH2:15]1)=[N:9][C:8]([O:32][CH3:33])=[CH:7][CH:6]=2.NN. Product: [F:1][C:2]1[CH:3]=[N:4][C:5]2[C:10]([C:11]=1[CH2:12][CH2:13][N:14]1[CH2:20][C@H:19]3[C@H:16]([CH2:17][C@@H:18]3[NH2:21])[CH2:15]1)=[N:9][C:8]([O:32][CH3:33])=[CH:7][CH:6]=2. (2) Reactant: F[CH:2]([C:4]1[N:13]=[C:12]2[C:7]([CH:8]=[C:9]([C:18]([OH:20])=[O:19])[C:10]([C:14]([F:17])([F:16])[F:15])=[N:11]2)=[CH:6][CH:5]=1)[CH3:3].C1(=O)CCCC(=[O:27])C1.C1(N=C=N[CH:38]2[CH2:43]CCCC2)CCCCC1. Product: [C:2]([C:4]1[N:13]=[C:12]2[C:7]([CH:8]=[C:9]([C:18]([O:20][CH2:43][CH3:38])=[O:19])[C:10]([C:14]([F:17])([F:16])[F:15])=[N:11]2)=[CH:6][CH:5]=1)(=[O:27])[CH3:3]. The catalyst class is: 10. (3) Reactant: [NH2:1][C:2](=[S:16])[C@@H:3]([NH:5]C(=O)OCC1C=CC=CC=1)[CH3:4].[F:17][C:18]([F:30])([F:29])[C:19]1[CH:28]=[CH:27][C:22]([C:23](=O)[CH2:24][Br:25])=[CH:21][CH:20]=1. Product: [BrH:25].[F:17][C:18]([F:30])([F:29])[C:19]1[CH:28]=[CH:27][C:22]([C:23]2[N:1]=[C:2]([C@@H:3]([NH2:5])[CH3:4])[S:16][CH:24]=2)=[CH:21][CH:20]=1. The catalyst class is: 8. (4) The catalyst class is: 346. Reactant: [C:1]1([CH2:7][NH:8][C:9]([CH:11]([C:17]([O:19]CC)=O)[C:12]([O:14][CH2:15][CH3:16])=[O:13])=[O:10])[CH:6]=[CH:5][CH:4]=[CH:3][CH:2]=1.[H-].[Na+].[C:24]1([N:30]=[C:31]=[O:32])[CH:29]=[CH:28][CH:27]=[CH:26][CH:25]=1. Product: [OH:19][C:17]1[N:30]([C:24]2[CH:29]=[CH:28][CH:27]=[CH:26][CH:25]=2)[C:31](=[O:32])[N:8]([CH2:7][C:1]2[CH:2]=[CH:3][CH:4]=[CH:5][CH:6]=2)[C:9](=[O:10])[C:11]=1[C:12]([O:14][CH2:15][CH3:16])=[O:13].